From a dataset of NCI-60 drug combinations with 297,098 pairs across 59 cell lines. Regression. Given two drug SMILES strings and cell line genomic features, predict the synergy score measuring deviation from expected non-interaction effect. Drug 1: C1CCC(C1)C(CC#N)N2C=C(C=N2)C3=C4C=CNC4=NC=N3. Drug 2: CCC1=CC2CC(C3=C(CN(C2)C1)C4=CC=CC=C4N3)(C5=C(C=C6C(=C5)C78CCN9C7C(C=CC9)(C(C(C8N6C)(C(=O)OC)O)OC(=O)C)CC)OC)C(=O)OC.C(C(C(=O)O)O)(C(=O)O)O. Cell line: OVCAR-8. Synergy scores: CSS=57.7, Synergy_ZIP=4.76, Synergy_Bliss=5.52, Synergy_Loewe=-31.0, Synergy_HSA=4.13.